Predict the product of the given reaction. From a dataset of Forward reaction prediction with 1.9M reactions from USPTO patents (1976-2016). (1) Given the reactants Cl[C:2]1[N:3]=[CH:4][CH:5]=[C:6]2[CH:10]=[C:9]([C:11]([NH:13][CH2:14][C:15]3[CH:20]=[CH:19][CH:18]=[CH:17][N:16]=3)=[O:12])[NH:8][C:7]=12.C(N(CC)CC)C, predict the reaction product. The product is: [N:16]1[CH:17]=[CH:18][CH:19]=[CH:20][C:15]=1[CH2:14][NH:13][C:11]([C:9]1[NH:8][C:7]2=[CH:2][N:3]=[CH:4][CH:5]=[C:6]2[CH:10]=1)=[O:12]. (2) Given the reactants [CH2:1]([S:3]([CH2:6][CH2:7][C:8]12[CH2:15][CH2:14][C:11]([C:16]([O:18]C)=[O:17])([CH2:12][CH2:13]1)[CH2:10][CH2:9]2)(=[O:5])=[O:4])[CH3:2].[OH-].[K+], predict the reaction product. The product is: [CH2:1]([S:3]([CH2:6][CH2:7][C:8]12[CH2:13][CH2:12][C:11]([C:16]([OH:18])=[O:17])([CH2:14][CH2:15]1)[CH2:10][CH2:9]2)(=[O:5])=[O:4])[CH3:2]. (3) Given the reactants CO[C:3]([C:5]1[N:6]=[C:7]([C:24]#[N:25])[C:8]2[C:13]([C:14]=1[OH:15])=[CH:12][CH:11]=[C:10]([CH2:16][CH2:17][C:18]1[CH:23]=[CH:22][CH:21]=[CH:20][CH:19]=1)[CH:9]=2)=[O:4].[CH3:26][O:27][C:28](=[O:34])[C:29]([CH3:33])([CH3:32])[CH2:30][NH2:31], predict the reaction product. The product is: [CH3:26][O:27][C:28](=[O:34])[C:29]([CH3:33])([CH3:32])[CH2:30][NH:31][C:3]([C:5]1[N:6]=[C:7]([C:24]#[N:25])[C:8]2[C:13]([C:14]=1[OH:15])=[CH:12][CH:11]=[C:10]([CH2:16][CH2:17][C:18]1[CH:23]=[CH:22][CH:21]=[CH:20][CH:19]=1)[CH:9]=2)=[O:4]. (4) Given the reactants C(O)(C(F)(F)F)=O.[Cl:8][CH2:9][C@H:10]1[C:18]2[C:17]3[CH:19]=[CH:20][CH:21]=[CH:22][C:16]=3[C:15]([NH:23][C:24](=[O:36])[O:25][CH2:26][CH2:27][S:28][S:29][C:30]3[CH:35]=[CH:34][CH:33]=[CH:32][N:31]=3)=[CH:14][C:13]=2[N:12]([C:37](=[O:71])[CH2:38][CH2:39][CH2:40][C:41]([N:43]2[C:51]3[CH:50]=[C:49]([O:52][P:53]([O:60]C(C)(C)C)([O:55]C(C)(C)C)=[O:54])[C:48]4[CH:65]=[CH:66][CH:67]=[CH:68][C:47]=4[C:46]=3[C@H:45]([CH2:69][Cl:70])[CH2:44]2)=[O:42])[CH2:11]1, predict the reaction product. The product is: [Cl:8][CH2:9][C@H:10]1[C:18]2[C:17]3[CH:19]=[CH:20][CH:21]=[CH:22][C:16]=3[C:15]([NH:23][C:24](=[O:36])[O:25][CH2:26][CH2:27][S:28][S:29][C:30]3[CH:35]=[CH:34][CH:33]=[CH:32][N:31]=3)=[CH:14][C:13]=2[N:12]([C:37](=[O:71])[CH2:38][CH2:39][CH2:40][C:41]([N:43]2[C:51]3[CH:50]=[C:49]([O:52][P:53]([OH:55])([OH:60])=[O:54])[C:48]4[CH:65]=[CH:66][CH:67]=[CH:68][C:47]=4[C:46]=3[C@H:45]([CH2:69][Cl:70])[CH2:44]2)=[O:42])[CH2:11]1.[Cl:8][CH2:9][C@H:10]1[C:18]2[C:17]3[CH:19]=[CH:20][CH:21]=[CH:22][C:16]=3[C:15]([NH:23][C:24](=[O:36])[O:25][CH2:26][CH2:27][S:28][S:29][C:30]3[CH:35]=[CH:34][CH:33]=[CH:32][N:31]=3)=[CH:14][C:13]=2[NH:12][CH2:11]1. (5) Given the reactants [C:1]1([N:7]2[C:12](=[O:13])[C:11]3[S:14][CH:15]=[C:16]([C:17]4[CH:22]=[CH:21][CH:20]=[CH:19][CH:18]=4)[C:10]=3[N:9]=[CH:8]2)[CH:6]=[CH:5][CH:4]=[CH:3][CH:2]=1.NC1C(C2C=CC=CC=2C)=CSC=1[C:36](OC)=[O:37].[CH:40](OCC)(OCC)OCC.COC1C=CC(N)=CC=1, predict the reaction product. The product is: [CH3:36][O:37][C:4]1[CH:5]=[CH:6][C:1]([N:7]2[C:12](=[O:13])[C:11]3[S:14][CH:15]=[C:16]([C:17]4[CH:18]=[CH:19][CH:20]=[CH:21][C:22]=4[CH3:40])[C:10]=3[N:9]=[CH:8]2)=[CH:2][CH:3]=1. (6) Given the reactants [H-].[Na+].[NH:3]1[C:11]2[C:6](=[N:7][CH:8]=[C:9]([C:12]3[CH:17]=[CH:16][N:15]=[C:14]([C:18]([O:20]C(C)C)=[O:19])[CH:13]=3)[CH:10]=2)[CH:5]=[CH:4]1.[CH:24](I)([CH3:26])[CH3:25], predict the reaction product. The product is: [CH:24]([N:3]1[C:11]2[C:6](=[N:7][CH:8]=[C:9]([C:12]3[CH:17]=[CH:16][N:15]=[C:14]([C:18]([OH:20])=[O:19])[CH:13]=3)[CH:10]=2)[CH:5]=[CH:4]1)([CH3:26])[CH3:25]. (7) The product is: [Br:13][C:5]1[CH:4]=[N:3][C:2]2[NH:1][CH2:12][N:11]([CH3:14])[S:8](=[O:10])(=[O:9])[C:7]=2[CH:6]=1. Given the reactants [NH2:1][C:2]1[C:7]([S:8]([NH:11][CH3:12])(=[O:10])=[O:9])=[CH:6][C:5]([Br:13])=[CH:4][N:3]=1.[CH2:14]=O.Cl, predict the reaction product. (8) Given the reactants CCN(CC)CC.Cl.[C:9]([O:13][C:14](=[O:24])[CH:15]([CH2:17][C:18]1[CH:23]=[CH:22][CH:21]=[CH:20][CH:19]=1)[NH2:16])([CH3:12])([CH3:11])[CH3:10].[Cl:25][C:26]1[C:35]2[C:30](=[CH:31][CH:32]=[C:33]([C:36](Cl)=[O:37])[CH:34]=2)[C:29]([Cl:39])=[CH:28][N:27]=1, predict the reaction product. The product is: [C:9]([O:13][C:14](=[O:24])[CH:15]([CH2:17][C:18]1[CH:23]=[CH:22][CH:21]=[CH:20][CH:19]=1)[NH:16][C:36]([C:33]1[CH:34]=[C:35]2[C:30]([C:29]([Cl:39])=[CH:28][N:27]=[C:26]2[Cl:25])=[CH:31][CH:32]=1)=[O:37])([CH3:12])([CH3:10])[CH3:11]. (9) Given the reactants [F:1][C:2]1[CH:3]=[C:4]([C@@:9]2([CH3:49])[N:18]([CH2:19][CH2:20][S:21][C:22]3[CH:23]=[C:24]4[C:45](=[CH:46][CH:47]=3)[CH2:44][C@:26]3([C:34]5[C:29](=[N:30][CH:31]=[CH:32][CH:33]=5)[N:28](C[O:36]CC[Si](C)(C)C)[C:27]3=[O:43])[CH2:25]4)[C:17](=[O:48])[C:12]3([CH2:16][CH2:15][CH2:14][CH2:13]3)[NH:11][CH2:10]2)[CH:5]=[C:6]([F:8])[CH:7]=1.Cl.C(N)CN, predict the reaction product. The product is: [NH4+:11].[OH-:36].[F:1][C:2]1[CH:3]=[C:4]([C@@:9]2([CH3:49])[N:18]([CH2:19][CH2:20][S:21][C:22]3[CH:23]=[C:24]4[C:45](=[CH:46][CH:47]=3)[CH2:44][C@:26]3([C:34]5[C:29](=[N:30][CH:31]=[CH:32][CH:33]=5)[NH:28][C:27]3=[O:43])[CH2:25]4)[C:17](=[O:48])[C:12]3([CH2:13][CH2:14][CH2:15][CH2:16]3)[NH:11][CH2:10]2)[CH:5]=[C:6]([F:8])[CH:7]=1.